Task: Predict the reaction yield, written as a fraction of the theoretical maximum amount of product (1.0 means a 100% yield; for example, 0.34 means a 34% yield).. Dataset: Reaction yield outcomes from USPTO patents with 853,638 reactions The product is [CH2:1]([N:3]1[CH2:8][CH2:7][CH2:6][CH2:5][C@@H:4]1[CH2:9][O:10][C:11]1[C:19]2[C:18]3[CH:20]=[C:21]([C:24]#[N:25])[N:22]=[CH:23][C:17]=3[NH:16][C:15]=2[N:14]=[CH:13][CH:12]=1)[CH3:2]. The reactants are [CH2:1]([N:3]1[CH2:8][CH2:7][CH2:6][CH2:5][C@@H:4]1[CH2:9][O:10][C:11]1[C:19]2[C:18]3[CH:20]=[C:21]([C:24]#[N:25])[N:22]=[CH:23][C:17]=3[N:16](COCC[Si](C)(C)C)[C:15]=2[N:14]=[CH:13][CH:12]=1)[CH3:2].Br.[OH-].[Na+].Cl. The yield is 0.320. The catalyst is O1CCOCC1.